This data is from Reaction yield outcomes from USPTO patents with 853,638 reactions. The task is: Predict the reaction yield, written as a fraction of the theoretical maximum amount of product (1.0 means a 100% yield; for example, 0.34 means a 34% yield). The reactants are [CH2:1]([O:3][C:4]1[CH:5]=[C:6]([CH:9]=[CH:10][C:11]=1[O:12][CH2:13][CH2:14][CH2:15][CH2:16][CH2:17][CH2:18][OH:19])[CH:7]=O)[CH3:2].[CH3:20][O:21][C:22]1[CH:23]=[C:24]([CH2:30][C:31]#[N:32])[CH:25]=[CH:26][C:27]=1[O:28][CH3:29]. No catalyst specified. The product is [CH3:20][O:21][C:22]1[CH:23]=[C:24](/[C:30](=[CH:7]/[C:6]2[CH:9]=[CH:10][C:11]([O:12][CH2:13][CH2:14][CH2:15][CH2:16][CH2:17][CH2:18][OH:19])=[C:4]([O:3][CH2:1][CH3:2])[CH:5]=2)/[C:31]#[N:32])[CH:25]=[CH:26][C:27]=1[O:28][CH3:29]. The yield is 0.960.